From a dataset of Peptide-MHC class I binding affinity with 185,985 pairs from IEDB/IMGT. Regression. Given a peptide amino acid sequence and an MHC pseudo amino acid sequence, predict their binding affinity value. This is MHC class I binding data. (1) The peptide sequence is LESLTDREL. The MHC is HLA-B51:01 with pseudo-sequence HLA-B51:01. The binding affinity (normalized) is 0.0847. (2) The peptide sequence is KLYKMRIPR. The MHC is HLA-A02:01 with pseudo-sequence HLA-A02:01. The binding affinity (normalized) is 0.0847.